From a dataset of Merck oncology drug combination screen with 23,052 pairs across 39 cell lines. Regression. Given two drug SMILES strings and cell line genomic features, predict the synergy score measuring deviation from expected non-interaction effect. Synergy scores: synergy=20.9. Cell line: PA1. Drug 2: O=C(O)C1(Cc2cccc(Nc3nccs3)n2)CCC(Oc2cccc(Cl)c2F)CC1. Drug 1: CC(=O)OC1C(=O)C2(C)C(O)CC3OCC3(OC(C)=O)C2C(OC(=O)c2ccccc2)C2(O)CC(OC(=O)C(O)C(NC(=O)c3ccccc3)c3ccccc3)C(C)=C1C2(C)C.